From a dataset of Reaction yield outcomes from USPTO patents with 853,638 reactions. Predict the reaction yield, written as a fraction of the theoretical maximum amount of product (1.0 means a 100% yield; for example, 0.34 means a 34% yield). The reactants are [O:1]1[CH2:5][CH2:4][O:3][CH:2]1[C:6]1[CH:7]=[CH:8][C:9]2[O:13][CH:12]=[CH:11][C:10]=2[CH:14]=1.C([Li])CCC.C1C(=O)N([Cl:27])C(=O)C1.O. The catalyst is C1COCC1.C(OCC)(=O)C. The product is [Cl:27][C:12]1[O:13][C:9]2[CH:8]=[CH:7][C:6]([CH:2]3[O:3][CH2:4][CH2:5][O:1]3)=[CH:14][C:10]=2[CH:11]=1. The yield is 0.810.